This data is from Full USPTO retrosynthesis dataset with 1.9M reactions from patents (1976-2016). The task is: Predict the reactants needed to synthesize the given product. (1) Given the product [F:1][C:2]([F:14])([C:3]([F:5])([F:4])[F:6])[CH2:7][CH2:8][CH2:9][CH2:10][CH2:11][CH2:12][O:13][CH2:18][C:19]([OH:21])=[O:20], predict the reactants needed to synthesize it. The reactants are: [F:1][C:2]([F:14])([CH2:7][CH2:8][CH2:9][CH2:10][CH2:11][CH2:12][OH:13])[C:3]([F:6])([F:5])[F:4].[H-].[Na+].Br[CH2:18][C:19]([O:21]CC)=[O:20]. (2) Given the product [Cl:41][C:2]1[C:7]([C:8]2[CH:13]=[CH:12][C:11]([C:14]([F:17])([F:16])[F:15])=[CH:10][CH:9]=2)=[CH:6][C:5]([C:18]2([C:22]([O:24][CH2:25][CH3:26])=[O:23])[CH2:21][CH2:20][CH2:19]2)=[CH:4][C:3]=1[O:27][CH2:28][C:29]([F:32])([F:31])[F:30], predict the reactants needed to synthesize it. The reactants are: N[C:2]1[C:7]([C:8]2[CH:13]=[CH:12][C:11]([C:14]([F:17])([F:16])[F:15])=[CH:10][CH:9]=2)=[CH:6][C:5]([C:18]2([C:22]([O:24][CH2:25][CH3:26])=[O:23])[CH2:21][CH2:20][CH2:19]2)=[CH:4][C:3]=1[O:27][CH2:28][C:29]([F:32])([F:31])[F:30].N([O-])=O.[Na+].CC#N.O.[ClH:41]. (3) Given the product [F:21][C:16]1[CH:15]=[C:14]([N:7]2[C:8]3[CH:13]=[CH:12][CH:11]=[CH:10][C:9]=3[N:5]([CH2:4][CH2:3][CH2:2][NH:28][CH3:27])[S:6]2(=[O:23])=[O:22])[CH:19]=[CH:18][C:17]=1[F:20], predict the reactants needed to synthesize it. The reactants are: Br[CH2:2][CH2:3][CH2:4][N:5]1[C:9]2[CH:10]=[CH:11][CH:12]=[CH:13][C:8]=2[N:7]([C:14]2[CH:19]=[CH:18][C:17]([F:20])=[C:16]([F:21])[CH:15]=2)[S:6]1(=[O:23])=[O:22].C(O)C.[CH3:27][NH2:28]. (4) The reactants are: [CH:1]1([CH2:4][O:5][C:6]2[CH:7]=[C:8]([CH2:15][C:16]([O:18][CH2:19][CH3:20])=[O:17])[CH:9]=[CH:10][C:11]=2[N+:12]([O-:14])=[O:13])[CH2:3][CH2:2]1.[H-].[Na+].Br[CH2:24][CH2:25][CH2:26][CH2:27]Br.[NH4+].[Cl-]. Given the product [CH:1]1([CH2:4][O:5][C:6]2[CH:7]=[C:8]([C:15]3([C:16]([O:18][CH2:19][CH3:20])=[O:17])[CH2:27][CH2:26][CH2:25][CH2:24]3)[CH:9]=[CH:10][C:11]=2[N+:12]([O-:14])=[O:13])[CH2:2][CH2:3]1, predict the reactants needed to synthesize it. (5) Given the product [C:1]([C@H:5]1[CH2:10][CH2:9][C@H:8]([O:11][C:12]2[C:13]([CH3:31])=[C:14]3[C:19](=[CH:20][CH:21]=2)[CH:18]=[C:17]([CH2:22][N:23]2[CH2:24][CH:25]([C:27]([OH:29])=[O:28])[CH2:26]2)[CH:16]=[CH:15]3)[CH2:7][CH2:6]1)([CH3:4])([CH3:3])[CH3:2], predict the reactants needed to synthesize it. The reactants are: [C:1]([C@H:5]1[CH2:10][CH2:9][C@H:8]([O:11][C:12]2[C:13]([CH3:31])=[C:14]3[C:19](=[CH:20][CH:21]=2)[CH:18]=[C:17]([CH2:22][N:23]2[CH2:26][CH:25]([C:27]([O:29]C)=[O:28])[CH2:24]2)[CH:16]=[CH:15]3)[CH2:7][CH2:6]1)([CH3:4])([CH3:3])[CH3:2].[OH-].[Na+].Cl. (6) Given the product [Cl:31][C:22]1[CH:21]=[C:20]([C:14]2([C:16]([F:17])([F:18])[F:19])[O:13][N:12]=[C:11]([C:8]3[CH:9]=[CH:10][C:5]([CH:3]4[CH2:4][N:1]([C:40]([NH:39][CH3:42])=[O:41])[CH2:2]4)=[CH:6][CH:7]=3)[CH2:15]2)[CH:25]=[C:24]([C:26]([F:29])([F:28])[F:27])[C:23]=1[Cl:30], predict the reactants needed to synthesize it. The reactants are: [NH:1]1[CH2:4][CH:3]([C:5]2[CH:10]=[CH:9][C:8]([C:11]3[CH2:15][C:14]([C:20]4[CH:25]=[C:24]([C:26]([F:29])([F:28])[F:27])[C:23]([Cl:30])=[C:22]([Cl:31])[CH:21]=4)([C:16]([F:19])([F:18])[F:17])[O:13][N:12]=3)=[CH:7][CH:6]=2)[CH2:2]1.C(N(CC)CC)C.[N:39]([CH3:42])=[C:40]=[O:41].